From a dataset of Full USPTO retrosynthesis dataset with 1.9M reactions from patents (1976-2016). Predict the reactants needed to synthesize the given product. (1) Given the product [Br:16][C:5]1[S:1][C:2]([CH2:6][CH2:7][OH:8])=[CH:3][CH:4]=1, predict the reactants needed to synthesize it. The reactants are: [S:1]1[CH:5]=[CH:4][CH:3]=[C:2]1[CH2:6][CH2:7][OH:8].C1C(=O)N([Br:16])C(=O)C1. (2) Given the product [Br:16][CH2:1][C:2]1[CH:11]=[CH:10][C:5]([C:6]([O:8][CH3:9])=[O:7])=[CH:4][C:3]=1[C:12]([O:14][CH3:15])=[O:13], predict the reactants needed to synthesize it. The reactants are: [CH3:1][C:2]1[CH:11]=[CH:10][C:5]([C:6]([O:8][CH3:9])=[O:7])=[CH:4][C:3]=1[C:12]([O:14][CH3:15])=[O:13].[Br:16]N1C(=O)CCC1=O.C(OOC(=O)C1C=CC=CC=1)(=O)C1C=CC=CC=1.C([O-])(O)=O.[Na+]. (3) Given the product [CH:25]1([CH2:28][O:29][NH:30][C:21]([C:11]2[C:12]3[O:20][CH:19]=[CH:18][C:13]=3[C:14](=[O:17])[N:15]([CH3:16])[C:10]=2[NH:9][C:3]2[CH:4]=[CH:5][C:6]([I:8])=[CH:7][C:2]=2[F:1])=[O:22])[CH2:27][CH2:26]1, predict the reactants needed to synthesize it. The reactants are: [F:1][C:2]1[CH:7]=[C:6]([I:8])[CH:5]=[CH:4][C:3]=1[NH:9][C:10]1[N:15]([CH3:16])[C:14](=[O:17])[C:13]2[CH:18]=[CH:19][O:20][C:12]=2[C:11]=1[C:21](O)=[O:22].Cl.[CH:25]1([CH2:28][O:29][NH2:30])[CH2:27][CH2:26]1.CCN=C=NCCCN(C)C.C1C=CC2N(O)N=NC=2C=1. (4) The reactants are: [NH2:1][C:2]1[CH:7]=[CH:6][C:5]([CH2:8][CH2:9][C:10]([O:12][CH3:13])=[O:11])=[CH:4][CH:3]=1.[CH3:14][S:15](Cl)(=[O:17])=[O:16]. Given the product [CH3:14][S:15]([NH:1][C:2]1[CH:3]=[CH:4][C:5]([CH2:8][CH2:9][C:10]([O:12][CH3:13])=[O:11])=[CH:6][CH:7]=1)(=[O:17])=[O:16], predict the reactants needed to synthesize it. (5) The reactants are: [CH2:1]([C:4]1[C:8]([CH2:9][CH2:10][CH2:11][OH:12])=[CH:7][N:6]([C:13]2[CH:18]=[CH:17][C:16]([C:19]([F:22])([F:21])[F:20])=[CH:15][N:14]=2)[N:5]=1)[CH2:2][CH3:3].O[C:24]1[CH:25]=[C:26]([CH2:32][CH2:33][C:34]([O:36]CC)=[O:35])[CH:27]=[C:28]([O:30][CH3:31])[CH:29]=1.C(P(CCCC)CCCC)CCC.N(C(N1CCCCC1)=O)=NC(N1CCCCC1)=O. Given the product [CH3:31][O:30][C:28]1[CH:27]=[C:26]([CH2:32][CH2:33][C:34]([OH:36])=[O:35])[CH:25]=[C:24]([O:12][CH2:11][CH2:10][CH2:9][C:8]2[C:4]([CH2:1][CH2:2][CH3:3])=[N:5][N:6]([C:13]3[CH:18]=[CH:17][C:16]([C:19]([F:21])([F:20])[F:22])=[CH:15][N:14]=3)[CH:7]=2)[CH:29]=1, predict the reactants needed to synthesize it. (6) Given the product [Br:25][C:4]1[C:3]([O:2][CH3:1])=[CH:19][C:7]2[CH2:8][CH2:9][C:10]3[C:14]([C:6]=2[CH:5]=1)=[N:13][NH:12][C:11]=3[C:15]([O:17][CH3:18])=[O:16], predict the reactants needed to synthesize it. The reactants are: [CH3:1][O:2][C:3]1[CH:4]=[CH:5][C:6]2[C:14]3[C:10](=[C:11]([C:15]([O:17][CH3:18])=[O:16])[NH:12][N:13]=3)[CH2:9][CH2:8][C:7]=2[CH:19]=1.C([O-])(=O)C.[Na+].[Br:25]Br.